This data is from NCI-60 drug combinations with 297,098 pairs across 59 cell lines. The task is: Regression. Given two drug SMILES strings and cell line genomic features, predict the synergy score measuring deviation from expected non-interaction effect. (1) Drug 2: CC12CCC3C(C1CCC2O)C(CC4=C3C=CC(=C4)O)CCCCCCCCCS(=O)CCCC(C(F)(F)F)(F)F. Drug 1: C1=NC2=C(N=C(N=C2N1C3C(C(C(O3)CO)O)F)Cl)N. Synergy scores: CSS=-3.09, Synergy_ZIP=1.99, Synergy_Bliss=2.10, Synergy_Loewe=-3.37, Synergy_HSA=-3.17. Cell line: A549. (2) Drug 1: C1C(C(OC1N2C=NC3=C(N=C(N=C32)Cl)N)CO)O. Drug 2: CCCCCOC(=O)NC1=NC(=O)N(C=C1F)C2C(C(C(O2)C)O)O. Cell line: MOLT-4. Synergy scores: CSS=52.3, Synergy_ZIP=-1.42, Synergy_Bliss=-2.10, Synergy_Loewe=-39.4, Synergy_HSA=-2.42. (3) Drug 1: CN(C)C1=NC(=NC(=N1)N(C)C)N(C)C. Drug 2: CC1C(C(CC(O1)OC2CC(OC(C2O)C)OC3=CC4=CC5=C(C(=O)C(C(C5)C(C(=O)C(C(C)O)O)OC)OC6CC(C(C(O6)C)O)OC7CC(C(C(O7)C)O)OC8CC(C(C(O8)C)O)(C)O)C(=C4C(=C3C)O)O)O)O. Cell line: HL-60(TB). Synergy scores: CSS=-13.0, Synergy_ZIP=3.99, Synergy_Bliss=4.02, Synergy_Loewe=0.867, Synergy_HSA=0.0818. (4) Drug 1: CS(=O)(=O)OCCCCOS(=O)(=O)C. Drug 2: C1C(C(OC1N2C=NC(=NC2=O)N)CO)O. Cell line: NCI-H460. Synergy scores: CSS=24.2, Synergy_ZIP=-6.81, Synergy_Bliss=3.18, Synergy_Loewe=1.02, Synergy_HSA=2.82.